Dataset: Forward reaction prediction with 1.9M reactions from USPTO patents (1976-2016). Task: Predict the product of the given reaction. (1) Given the reactants Br[C:2]1[CH:6]=[CH:5][S:4][C:3]=1[C:7]([N:9]([C:17]1[CH:22]=[CH:21][C:20]([O:23][CH3:24])=[C:19]([F:25])[C:18]=1[F:26])C(=O)OC(C)(C)C)=[O:8], predict the reaction product. The product is: [F:26][C:18]1[C:17]2[NH:9][C:7](=[O:8])[C:3]3[S:4][CH:5]=[CH:6][C:2]=3[C:22]=2[CH:21]=[C:20]([O:23][CH3:24])[C:19]=1[F:25]. (2) Given the reactants F[C:2]1[CH:9]=[CH:8][C:5]([CH:6]=[O:7])=[CH:4][CH:3]=1.C(=O)([O-])[O-].[K+].[K+].[N:16]1([C:22](=[O:24])[CH3:23])[CH2:21][CH2:20][NH:19][CH2:18][CH2:17]1, predict the reaction product. The product is: [C:22]([N:16]1[CH2:21][CH2:20][N:19]([C:2]2[CH:9]=[CH:8][C:5]([CH:6]=[O:7])=[CH:4][CH:3]=2)[CH2:18][CH2:17]1)(=[O:24])[CH3:23]. (3) Given the reactants [Cl:1][C:2]1[CH:10]=[C:9]([C:11]2[N:15]=[C:14]([C:16]3[CH:21]=[CH:20][C:19]([C:22]4[CH:27]=[CH:26][CH:25]=[CH:24][C:23]=4[CH3:28])=[C:18]([CH2:29][O:30][CH3:31])[CH:17]=3)[O:13][N:12]=2)[CH:8]=[CH:7][C:3]=1[C:4](O)=[O:5].Cl.[CH3:33][O:34][C:35](=[O:39])[CH2:36][CH2:37][NH2:38], predict the reaction product. The product is: [Cl:1][C:2]1[CH:10]=[C:9]([C:11]2[N:15]=[C:14]([C:16]3[CH:21]=[CH:20][C:19]([C:22]4[CH:27]=[CH:26][CH:25]=[CH:24][C:23]=4[CH3:28])=[C:18]([CH2:29][O:30][CH3:31])[CH:17]=3)[O:13][N:12]=2)[CH:8]=[CH:7][C:3]=1[C:4]([NH:38][CH2:37][CH2:36][C:35]([O:34][CH3:33])=[O:39])=[O:5].[Cl:1][C:2]1[CH:10]=[C:9]([C:11]2[N:15]=[C:14]([C:16]3[CH:21]=[CH:20][C:19]([C:22]4[CH:27]=[CH:26][CH:25]=[CH:24][C:23]=4[CH3:28])=[C:18]([CH2:29][O:30][CH3:31])[CH:17]=3)[O:13][N:12]=2)[CH:8]=[CH:7][C:3]=1[C:4]([NH:38][CH2:37][CH2:36][C:35]([OH:34])=[O:39])=[O:5]. (4) The product is: [C:1]([O:5][C:6](=[O:19])[C:7]([S:10][C:11]1[S:12][CH:13]=[C:14]([CH2:16][CH2:17][O:18][C:30]2[CH:29]=[CH:28][C:27]([C:24]3[CH:23]=[CH:22][C:21]([F:20])=[CH:26][CH:25]=3)=[CH:32][CH:31]=2)[N:15]=1)([CH3:9])[CH3:8])([CH3:2])([CH3:4])[CH3:3]. Given the reactants [C:1]([O:5][C:6](=[O:19])[C:7]([S:10][C:11]1[S:12][CH:13]=[C:14]([CH2:16][CH2:17][OH:18])[N:15]=1)([CH3:9])[CH3:8])([CH3:4])([CH3:3])[CH3:2].[F:20][C:21]1[CH:26]=[CH:25][C:24]([C:27]2[CH:32]=[CH:31][C:30](O)=[CH:29][CH:28]=2)=[CH:23][CH:22]=1.C1(P(C2C=CC=CC=2)C2C=CC=CC=2)C=CC=CC=1.N(C(OC(C)C)=O)=NC(OC(C)C)=O, predict the reaction product.